From a dataset of Catalyst prediction with 721,799 reactions and 888 catalyst types from USPTO. Predict which catalyst facilitates the given reaction. (1) Reactant: [F:1][C:2]([F:7])([F:6])[C:3]([OH:5])=[O:4].[F:8][C:9]1[C:14]([F:15])=[CH:13][C:12]([C:16]2[CH:43]=[CH:42][C:19]([O:20][CH2:21][C:22]3[CH:23]=[C:24]([CH:39]=[CH:40][CH:41]=3)[C:25]([N:27]([CH2:32][CH:33]3[CH2:38][CH2:37][NH:36][CH2:35][CH2:34]3)[CH2:28][C:29]([OH:31])=[O:30])=[O:26])=[CH:18][CH:17]=2)=[C:11]([S:44][CH3:45])[CH:10]=1.[C:46](O)(=O)C.C=O.C(O[BH-](OC(=O)C)OC(=O)C)(=O)C.[Na+]. Product: [F:1][C:2]([F:7])([F:6])[C:3]([OH:5])=[O:4].[F:8][C:9]1[C:14]([F:15])=[CH:13][C:12]([C:16]2[CH:17]=[CH:18][C:19]([O:20][CH2:21][C:22]3[CH:23]=[C:24]([CH:39]=[CH:40][CH:41]=3)[C:25]([N:27]([CH2:32][CH:33]3[CH2:38][CH2:37][N:36]([CH3:46])[CH2:35][CH2:34]3)[CH2:28][C:29]([OH:31])=[O:30])=[O:26])=[CH:42][CH:43]=2)=[C:11]([S:44][CH3:45])[CH:10]=1. The catalyst class is: 8. (2) Reactant: [CH2:1]([C@@H:8]1[NH:13][CH2:12][CH2:11][N:10]([C:14]2[CH:19]=[CH:18][C:17]([O:20][CH3:21])=[C:16]([O:22][CH:23]3[CH2:27][CH2:26][CH2:25][CH2:24]3)[CH:15]=2)[CH2:9]1)[C:2]1[CH:7]=[CH:6][CH:5]=[CH:4][CH:3]=1.[S:28](N)([NH2:31])(=[O:30])=[O:29]. Product: [CH2:1]([C@H:8]1[CH2:9][N:10]([C:14]2[CH:19]=[CH:18][C:17]([O:20][CH3:21])=[C:16]([O:22][CH:23]3[CH2:27][CH2:26][CH2:25][CH2:24]3)[CH:15]=2)[CH2:11][CH2:12][N:13]1[S:28]([NH2:31])(=[O:30])=[O:29])[C:2]1[CH:3]=[CH:4][CH:5]=[CH:6][CH:7]=1. The catalyst class is: 12. (3) Reactant: [CH2:1]([CH2:16][O:17][C:18]1[CH:19]=[C:20]2[C:25](=[CH:26][CH:27]=1)[CH:24]=[C:23]([C:28]([OH:30])=[O:29])[CH:22]=[CH:21]2)[O:2][C:3]1[CH:4]=[C:5]2[C:10](=[CH:11][CH:12]=1)[CH:9]=[C:8]([C:13]([OH:15])=[O:14])[CH:7]=[CH:6]2. Product: [OH:2][CH2:1][CH2:16][C:22]1[C:23]([C:28]([OH:30])=[O:29])=[C:24]([CH2:8][CH2:13][OH:14])[C:25]2[C:20]([CH:21]=1)=[CH:19][C:18]([O:17][CH2:16][CH2:1][O:2][C:3]1[CH:4]=[C:5]3[C:10](=[CH:11][CH:12]=1)[CH:9]=[C:8]([C:13]([OH:15])=[O:14])[CH:7]=[CH:6]3)=[CH:27][CH:26]=2. The catalyst class is: 196. (4) Reactant: [C:1]([C:5]1[CH:10]=[CH:9][C:8]([C:11]2[N:12]=[C:13]([CH:24]3[CH2:29][CH2:28][NH:27][CH2:26][CH2:25]3)[O:14][C:15]=2[C:16]2[CH:21]=[CH:20][C:19]([O:22][CH3:23])=[CH:18][CH:17]=2)=[CH:7][CH:6]=1)([CH3:4])([CH3:3])[CH3:2].ClC(Cl)(O[C:34](=[O:40])OC(Cl)(Cl)Cl)Cl.C(N(CC)CC)C.Cl.[CH3:50][NH:51][OH:52].[Cl-].[NH4+]. Product: [C:1]([C:5]1[CH:10]=[CH:9][C:8]([C:11]2[N:12]=[C:13]([CH:24]3[CH2:29][CH2:28][N:27]([C:34](=[O:40])[N:51]([OH:52])[CH3:50])[CH2:26][CH2:25]3)[O:14][C:15]=2[C:16]2[CH:21]=[CH:20][C:19]([O:22][CH3:23])=[CH:18][CH:17]=2)=[CH:7][CH:6]=1)([CH3:4])([CH3:2])[CH3:3]. The catalyst class is: 4. (5) Reactant: [CH3:1][C:2]1[N:6]([CH2:7][C:8]2[CH:13]=[CH:12][C:11]([O:14][Si](C(C)C)(C(C)C)C(C)C)=[CH:10][CH:9]=2)[N:5]=[C:4]([C:25]2[O:29][N:28]=[C:27]([C:30]3[CH:35]=[CH:34][C:33]([O:36][C:37]([F:40])([F:39])[F:38])=[CH:32][CH:31]=3)[N:26]=2)[CH:3]=1.[F-].C([N+](CCCC)(CCCC)CCCC)CCC. Product: [CH3:1][C:2]1[N:6]([CH2:7][C:8]2[CH:13]=[CH:12][C:11]([OH:14])=[CH:10][CH:9]=2)[N:5]=[C:4]([C:25]2[O:29][N:28]=[C:27]([C:30]3[CH:35]=[CH:34][C:33]([O:36][C:37]([F:40])([F:38])[F:39])=[CH:32][CH:31]=3)[N:26]=2)[CH:3]=1. The catalyst class is: 1. (6) Reactant: [CH2:1]([O:8][C:9]1[CH:14]=[CH:13][C:12]([CH2:15][CH2:16][CH:17]2[O:21][C:20](=[O:22])[CH:19]=[C:18]2[OH:23])=[CH:11][CH:10]=1)[C:2]1[CH:7]=[CH:6][CH:5]=[CH:4][CH:3]=1.CCN(CC)CC.C(Cl)CCl.[CH:35]1([CH2:41][CH2:42][CH2:43][C:44](O)=[O:45])[CH2:40][CH2:39][CH2:38][CH2:37][CH2:36]1.Cl.[Na+].[Cl-]. Product: [CH2:1]([O:8][C:9]1[CH:14]=[CH:13][C:12]([CH2:15][CH2:16][CH:17]2[O:21][C:20](=[O:22])[C:19]([C:44](=[O:45])[CH2:43][CH2:42][CH2:41][CH:35]3[CH2:40][CH2:39][CH2:38][CH2:37][CH2:36]3)=[C:18]2[OH:23])=[CH:11][CH:10]=1)[C:2]1[CH:7]=[CH:6][CH:5]=[CH:4][CH:3]=1. The catalyst class is: 251. (7) Reactant: [Cl:1][C:2]1[CH:7]=[CH:6][C:5]([CH2:8][CH2:9][NH2:10])=[CH:4][CH:3]=1.C(N(CC)CC)C.[Br:18][CH2:19][C:20]1[CH:25]=[CH:24][C:23]([S:26](Cl)(=[O:28])=[O:27])=[CH:22][CH:21]=1.C(OCC)(=O)C. Product: [Br:18][CH2:19][C:20]1[CH:21]=[CH:22][C:23]([S:26]([NH:10][CH2:9][CH2:8][C:5]2[CH:6]=[CH:7][C:2]([Cl:1])=[CH:3][CH:4]=2)(=[O:28])=[O:27])=[CH:24][CH:25]=1. The catalyst class is: 7. (8) Product: [CH3:1][C@H:2]([CH2:7][S:8]([C:11]1[CH:20]=[CH:19][C:18]2[C:13](=[CH:14][CH:15]=[CH:16][CH:17]=2)[CH:12]=1)(=[O:10])=[O:9])[CH2:3][C:4]([NH:38][C@H:34]1[C:35]2[C:30](=[CH:29][C:28]([CH2:27][N:21]3[CH2:26][CH2:25][CH2:24][CH2:23][CH2:22]3)=[CH:37][CH:36]=2)[CH2:31][CH2:32][CH2:33]1)=[O:6]. Reactant: [CH3:1][C@H:2]([CH2:7][S:8]([C:11]1[CH:20]=[CH:19][C:18]2[C:13](=[CH:14][CH:15]=[CH:16][CH:17]=2)[CH:12]=1)(=[O:10])=[O:9])[CH2:3][C:4]([OH:6])=O.[N:21]1([CH2:27][C:28]2[CH:29]=[C:30]3[C:35](=[CH:36][CH:37]=2)[C@H:34]([NH2:38])[CH2:33][CH2:32][CH2:31]3)[CH2:26][CH2:25][CH2:24][CH2:23][CH2:22]1.C1C=CC2N(O)N=NC=2C=1.CCN=C=NCCCN(C)C. The catalyst class is: 96. (9) Reactant: [NH4+].[OH-].[NH2:3][C:4]1[C:22]([N+:23]([O-:25])=[O:24])=[CH:21][C:7]([C:8]([NH:10][C:11]2[CH:19]=[C:18]3[C:14]([CH:15]=[N:16][NH:17]3)=[CH:13][C:12]=2[CH3:20])=[O:9])=[C:6](Cl)[CH:5]=1.[NH:27]1[CH2:32][CH2:31][NH:30][CH2:29][CH2:28]1. Product: [NH2:3][C:4]1[C:22]([N+:23]([O-:25])=[O:24])=[CH:21][C:7]([C:8]([NH:10][C:11]2[CH:19]=[C:18]3[C:14]([CH:15]=[N:16][NH:17]3)=[CH:13][C:12]=2[CH3:20])=[O:9])=[C:6]([N:27]2[CH2:32][CH2:31][NH:30][CH2:29][CH2:28]2)[CH:5]=1. The catalyst class is: 12. (10) Reactant: CC(C)([O-])C.[K+].[Cl:7][C:8]1[C:9]([C:17]([O:19][CH2:20][CH3:21])=[O:18])=[CH:10][C:11]2[N:15]=[CH:14][NH:13][C:12]=2[CH:16]=1.[C:22]([O:26][C:27]([N:29]1[C:34]([CH3:36])([CH3:35])[CH2:33][CH2:32]OS1(=O)=O)=[O:28])([CH3:25])([CH3:24])[CH3:23].O. Product: [C:22]([O:26][C:27]([NH:29][C:34]([CH3:35])([CH3:36])[CH2:33][CH2:32][N:13]1[C:12]2[CH:16]=[C:8]([Cl:7])[C:9]([C:17]([O:19][CH2:20][CH3:21])=[O:18])=[CH:10][C:11]=2[N:15]=[CH:14]1)=[O:28])([CH3:25])([CH3:24])[CH3:23]. The catalyst class is: 9.